Predict the reactants needed to synthesize the given product. From a dataset of Full USPTO retrosynthesis dataset with 1.9M reactions from patents (1976-2016). (1) Given the product [Br:42][CH2:15][C:10]1[CH:9]=[CH:8][C:7]2[C:12](=[CH:13][CH:14]=[C:5]([O:4][C:3]3[C:16]([Br:23])=[CH:17][C:18]([N+:20]([O-:22])=[O:21])=[CH:19][C:2]=3[Br:1])[CH:6]=2)[N:11]=1, predict the reactants needed to synthesize it. The reactants are: [Br:1][C:2]1[CH:19]=[C:18]([N+:20]([O-:22])=[O:21])[CH:17]=[C:16]([Br:23])[C:3]=1[O:4][C:5]1[CH:6]=[C:7]2[C:12](=[CH:13][CH:14]=1)[N:11]=[C:10]([CH3:15])[CH:9]=[CH:8]2.C(OOC(=O)C1C=CC=CC=1)(=O)C1C=CC=CC=1.[Br:42]N1C(=O)CCC1=O. (2) Given the product [C:13]([O:17][C:18](=[O:26])[NH:19][C:20]([CH3:25])([CH3:24])[CH2:21][CH2:22][N:3]1[C:4]2[CH:9]=[CH:8][CH:7]=[CH:6][C:5]=2[O:1][C:2]1=[O:10])([CH3:16])([CH3:15])[CH3:14], predict the reactants needed to synthesize it. The reactants are: [O:1]1[C:5]2[CH:6]=[CH:7][CH:8]=[CH:9][C:4]=2[NH:3][C:2]1=[O:10].[H-].[Na+].[C:13]([O:17][C:18](=[O:26])[NH:19][C:20]([CH3:25])([CH3:24])[CH2:21][CH2:22]N)([CH3:16])([CH3:15])[CH3:14].C(=O)([O-])O.[Na+]. (3) Given the product [OH:22][B:19]1[C:18]2[CH:23]=[C:14]([NH:13][S:10]([C:3]3[CH:4]=[CH:5][C:6]([O:8][CH3:9])=[CH:7][C:2]=3[NH:1][C:25](=[O:26])[O:27][CH2:28][CH3:29])(=[O:11])=[O:12])[CH:15]=[CH:16][C:17]=2[CH2:21][O:20]1, predict the reactants needed to synthesize it. The reactants are: [NH2:1][C:2]1[CH:7]=[C:6]([O:8][CH3:9])[CH:5]=[CH:4][C:3]=1[S:10]([NH:13][C:14]1[CH:15]=[CH:16][C:17]2[CH2:21][O:20][B:19]([OH:22])[C:18]=2[CH:23]=1)(=[O:12])=[O:11].Cl[C:25]([O:27][CH2:28][CH3:29])=[O:26].OC1C=CC(S(=O)(=O)NC2C=CC3COB(O)C=3C=2)=C(NC(=O)COC2C=CC=CC=2)C=1. (4) The reactants are: Br[C:2]1[C:3]([CH3:20])=[N:4][N:5]([CH:7]2[CH2:12][CH2:11][N:10]([C:13]([O:15][C:16]([CH3:19])([CH3:18])[CH3:17])=[O:14])[CH2:9][CH2:8]2)[CH:6]=1.[CH3:21][C:22]1([CH3:38])[C:26]([CH3:28])([CH3:27])[O:25][B:24]([B:24]2[O:25][C:26]([CH3:28])([CH3:27])[C:22]([CH3:38])([CH3:21])[O:23]2)[O:23]1.C([O-])(=O)C.[K+]. Given the product [CH3:20][C:3]1[C:2]([B:24]2[O:25][C:26]([CH3:28])([CH3:27])[C:22]([CH3:38])([CH3:21])[O:23]2)=[CH:6][N:5]([CH:7]2[CH2:12][CH2:11][N:10]([C:13]([O:15][C:16]([CH3:19])([CH3:18])[CH3:17])=[O:14])[CH2:9][CH2:8]2)[N:4]=1, predict the reactants needed to synthesize it.